From a dataset of Catalyst prediction with 721,799 reactions and 888 catalyst types from USPTO. Predict which catalyst facilitates the given reaction. (1) Reactant: C(OC([N:8]1[CH2:13][CH:12]([C:14]2[CH:19]=[C:18]([F:20])[CH:17]=[C:16]([F:21])[CH:15]=2)[N:11]([CH2:22][C:23](O)=[O:24])[C:10](=[O:26])[C@H:9]1[CH2:27][CH:28]1[CH2:34][CH2:33][CH2:32][CH2:31][CH2:30][CH2:29]1)=O)(C)(C)C.[NH2:35][C:36]1[CH:37]=[C:38]2[C:51](=[CH:52][CH:53]=1)[CH2:50][C@:40]1([C:48]3[C:43](=[N:44][CH:45]=[CH:46][CH:47]=3)[NH:42][C:41]1=[O:49])[CH2:39]2.Cl.C(N=C=NCCCN(C)C)C.C1C=CC2N(O)N=NC=2C=1. Product: [CH:28]1([CH2:27][C@H:9]2[NH:8][CH2:13][CH:12]([C:14]3[CH:15]=[C:16]([F:21])[CH:17]=[C:18]([F:20])[CH:19]=3)[N:11]([CH2:22][C:23]([NH:35][C:36]3[CH:37]=[C:38]4[C:51](=[CH:52][CH:53]=3)[CH2:50][C@:40]3([C:48]5[C:43](=[N:44][CH:45]=[CH:46][CH:47]=5)[NH:42][C:41]3=[O:49])[CH2:39]4)=[O:24])[C:10]2=[O:26])[CH2:29][CH2:30][CH2:31][CH2:32][CH2:33][CH2:34]1. The catalyst class is: 3. (2) Reactant: [H-].C([Al+]CC(C)C)C(C)C.C1(C)C=CC=CC=1.[C:18]([O:22][C:23]([N:25]1[CH2:30][CH:29]=[C:28]([CH2:31][C:32](OC)=[O:33])[C:27]([CH3:37])([CH3:36])[CH2:26]1)=[O:24])([CH3:21])([CH3:20])[CH3:19].C(O)C. Product: [C:18]([O:22][C:23]([N:25]1[CH2:30][CH:29]=[C:28]([CH2:31][CH2:32][OH:33])[C:27]([CH3:37])([CH3:36])[CH2:26]1)=[O:24])([CH3:21])([CH3:20])[CH3:19]. The catalyst class is: 7. (3) Reactant: [C:1]1([S:7](Cl)(=[O:9])=[O:8])[CH:6]=[CH:5][CH:4]=[CH:3][CH:2]=1.[CH3:11][N:12]1[CH2:17][CH2:16][CH:15]([C:18]2[C:26]3[C:21](=[CH:22][CH:23]=[C:24]([NH2:27])[CH:25]=3)[NH:20][N:19]=2)[CH2:14][CH2:13]1. Product: [CH3:11][N:12]1[CH2:13][CH2:14][CH:15]([C:18]2[C:26]3[C:21](=[CH:22][CH:23]=[C:24]([NH:27][S:7]([C:1]4[CH:6]=[CH:5][CH:4]=[CH:3][CH:2]=4)(=[O:9])=[O:8])[CH:25]=3)[NH:20][N:19]=2)[CH2:16][CH2:17]1. The catalyst class is: 9.